This data is from Full USPTO retrosynthesis dataset with 1.9M reactions from patents (1976-2016). The task is: Predict the reactants needed to synthesize the given product. Given the product [I:29][C:16]1[C:17]([C:24]([O:26][CH2:27][CH3:28])=[O:25])=[C:18]2[C:19](=[O:20])[NH:8][C@@H:9]3[CH2:13][O:12][CH2:11][C@@H:10]3[N:14]2[N:15]=1, predict the reactants needed to synthesize it. The reactants are: C(OC([NH:8][C@@H:9]1[CH2:13][O:12][CH2:11][C@@H:10]1[N:14]1[C:18]([C:19](OCC)=[O:20])=[C:17]([C:24]([O:26][CH2:27][CH3:28])=[O:25])[C:16]([I:29])=[N:15]1)=O)(C)(C)C.Cl.